This data is from Catalyst prediction with 721,799 reactions and 888 catalyst types from USPTO. The task is: Predict which catalyst facilitates the given reaction. (1) Reactant: [NH2:1][CH2:2][C:3]1[CH:30]=[CH:29][C:6]2[N:7]([CH2:24][CH2:25][CH:26]([CH3:28])[CH3:27])[C:8]([CH2:10][N:11]3[C:15]4[CH:16]=[CH:17][CH:18]=[CH:19][C:14]=4[N:13]([CH:20]([CH3:22])[CH3:21])[C:12]3=[O:23])=[N:9][C:5]=2[CH:4]=1.[C:31](Cl)(=[O:33])[CH3:32]. Product: [CH:20]([N:13]1[C:14]2[CH:19]=[CH:18][CH:17]=[CH:16][C:15]=2[N:11]([CH2:10][C:8]2[N:7]([CH2:24][CH2:25][CH:26]([CH3:28])[CH3:27])[C:6]3[CH:29]=[CH:30][C:3]([CH2:2][NH:1][C:31](=[O:33])[CH3:32])=[CH:4][C:5]=3[N:9]=2)[C:12]1=[O:23])([CH3:21])[CH3:22]. The catalyst class is: 1. (2) Reactant: Br[C:2]1[CH:11]=[CH:10][C:9]2[C:4](=[CH:5][CH:6]=[C:7]([O:12][C@H:13]3[CH2:18][CH2:17][C@H:16]([C:19]([CH3:22])([CH3:21])[CH3:20])[CH2:15][CH2:14]3)[CH:8]=2)[CH:3]=1.[C:23]([Cu])#[N:24].O. Product: [C:19]([C@H:16]1[CH2:15][CH2:14][C@H:13]([O:12][C:7]2[CH:8]=[C:9]3[C:4](=[CH:5][CH:6]=2)[CH:3]=[C:2]([C:23]#[N:24])[CH:11]=[CH:10]3)[CH2:18][CH2:17]1)([CH3:20])([CH3:21])[CH3:22]. The catalyst class is: 16. (3) Reactant: C([O:5][C:6](=[O:38])[CH2:7][CH2:8][CH2:9][CH2:10][C@H:11]([O:13][C:14]1[C:15]2[C:22]([C:23]3[CH:28]=[CH:27][C:26]([CH2:29][CH3:30])=[CH:25][CH:24]=3)=[C:21]([C:31]3[CH:36]=[CH:35][CH:34]=[CH:33][C:32]=3[F:37])[O:20][C:16]=2[N:17]=[CH:18][N:19]=1)[CH3:12])(C)(C)C. Product: [CH2:29]([C:26]1[CH:27]=[CH:28][C:23]([C:22]2[C:15]3[C:14]([O:13][C@H:11]([CH3:12])[CH2:10][CH2:9][CH2:8][CH2:7][C:6]([OH:38])=[O:5])=[N:19][CH:18]=[N:17][C:16]=3[O:20][C:21]=2[C:31]2[CH:36]=[CH:35][CH:34]=[CH:33][C:32]=2[F:37])=[CH:24][CH:25]=1)[CH3:30]. The catalyst class is: 89.